Dataset: Full USPTO retrosynthesis dataset with 1.9M reactions from patents (1976-2016). Task: Predict the reactants needed to synthesize the given product. (1) Given the product [CH2:1]([N:3]1[C:8]2[N:9]=[C:10]([NH:27][C:26]3[CH:25]=[CH:24][C:23]([N:20]4[CH2:21][CH2:22][O:17][CH2:18][CH2:19]4)=[CH:29][CH:28]=3)[N:11]=[CH:12][C:7]=2[CH:6]=[CH:5][C:4]1=[O:16])[CH3:2], predict the reactants needed to synthesize it. The reactants are: [CH2:1]([N:3]1[C:8]2[N:9]=[C:10](S(C)=O)[N:11]=[CH:12][C:7]=2[CH:6]=[CH:5][C:4]1=[O:16])[CH3:2].[O:17]1[CH2:22][CH2:21][N:20]([C:23]2[CH:29]=[CH:28][C:26]([NH2:27])=[CH:25][CH:24]=2)[CH2:19][CH2:18]1. (2) Given the product [CH3:18][O:11][C:3]1[CH:4]=[C:5]([CH3:10])[C:6]([O:15][CH3:12])=[C:7]([CH3:8])[C:2]=1[CH3:1], predict the reactants needed to synthesize it. The reactants are: [CH3:1][C:2]1[C:7]([CH3:8])=[C:6](O)[C:5]([CH3:10])=[CH:4][C:3]=1[OH:11].[C:12](=[O:15])([O-])[O-].[K+].[K+].[CH3:18]CC(C)=O. (3) Given the product [CH3:1][C@@H:2]([CH2:9][CH3:10])[CH2:3][C:4]1[O:5][C:6]([Sn:17]([CH3:19])([CH3:18])[CH3:16])=[CH:7][CH:8]=1, predict the reactants needed to synthesize it. The reactants are: [CH3:1][C@@H:2]([CH2:9][CH3:10])[CH2:3][C:4]1[O:5][CH:6]=[CH:7][CH:8]=1.[Li]CCCC.[CH3:16][Sn:17](Cl)([CH3:19])[CH3:18]. (4) Given the product [Cl:17][C:18]1[CH:19]=[CH:20][C:21]([O:28][CH3:29])=[C:22]([NH:24][C:25]2[S:26][CH:2]=[C:3]([C:5]3[S:9][C:8]([NH:10][C:11](=[O:16])[C:12]([CH3:15])([CH3:14])[CH3:13])=[N:7][CH:6]=3)[N:27]=2)[CH:23]=1, predict the reactants needed to synthesize it. The reactants are: Br[CH2:2][C:3]([C:5]1[S:9][C:8]([NH:10][C:11](=[O:16])[C:12]([CH3:15])([CH3:14])[CH3:13])=[N:7][CH:6]=1)=O.[Cl:17][C:18]1[CH:19]=[CH:20][C:21]([O:28][CH3:29])=[C:22]([NH:24][C:25]([NH2:27])=[S:26])[CH:23]=1.